The task is: Predict the reactants needed to synthesize the given product.. This data is from Full USPTO retrosynthesis dataset with 1.9M reactions from patents (1976-2016). (1) Given the product [CH3:13][CH:14]([CH3:33])[CH:15]([C:27]1[CH:28]=[CH:29][CH:30]=[CH:31][CH:32]=1)[C:16]([NH:18][C@@H:19]1[C@@H:26]2[C@@H:22]([CH2:23][N:24]([CH2:41][CH2:40][C:34]3[CH:39]=[CH:38][CH:37]=[CH:36][CH:35]=3)[CH2:25]2)[CH2:21][CH2:20]1)=[O:17], predict the reactants needed to synthesize it. The reactants are: FC(F)(F)C1C=C(C=CC=1)C=O.[CH3:13][CH:14]([CH3:33])[CH:15]([C:27]1[CH:32]=[CH:31][CH:30]=[CH:29][CH:28]=1)[C:16]([NH:18][C@@H:19]1[C@@H:26]2[C@@H:22]([CH2:23][NH:24][CH2:25]2)[CH2:21][CH2:20]1)=[O:17].[CH:34]1([CH:40](C2CCCCC2)[C:41](N[C@@H]2[C@H]3[C@H](CNC3)CC2)=O)[CH2:39][CH2:38][CH2:37][CH2:36][CH2:35]1. (2) Given the product [F:29][C:30]1[CH:31]=[CH:32][C:33]([N:36]2[CH2:41][CH2:40][N:39]([C:10]3[N:9]([C:5]4[CH:6]=[CH:7][CH:8]=[C:3]([C:2]([F:27])([F:1])[F:28])[CH:4]=4)[CH:18]([CH2:19][C:20]([O:22][C:23]([CH3:25])([CH3:24])[CH3:26])=[O:21])[C:13]4[N:14]=[CH:15][CH:16]=[CH:17][C:12]=4[N:11]=3)[CH2:38][CH2:37]2)=[CH:34][CH:35]=1, predict the reactants needed to synthesize it. The reactants are: [F:1][C:2]([F:28])([F:27])[C:3]1[CH:4]=[C:5]([N:9]=[C:10]=[N:11][C:12]2[C:13](/[CH:18]=[CH:19]/[C:20]([O:22][C:23]([CH3:26])([CH3:25])[CH3:24])=[O:21])=[N:14][CH:15]=[CH:16][CH:17]=2)[CH:6]=[CH:7][CH:8]=1.[F:29][C:30]1[CH:35]=[CH:34][C:33]([N:36]2[CH2:41][CH2:40][NH:39][CH2:38][CH2:37]2)=[CH:32][CH:31]=1.